This data is from Full USPTO retrosynthesis dataset with 1.9M reactions from patents (1976-2016). The task is: Predict the reactants needed to synthesize the given product. (1) Given the product [N:10]([CH2:2][C:3]1[CH:8]=[CH:7][CH:6]=[CH:5][C:4]=1[Cl:9])=[N+:11]=[N-:12], predict the reactants needed to synthesize it. The reactants are: Br[CH2:2][C:3]1[CH:8]=[CH:7][CH:6]=[CH:5][C:4]=1[Cl:9].[N-:10]=[N+:11]=[N-:12].[Na+]. (2) Given the product [Si:1]([C:8]1[O:9][C:10]2[C:25]([O:26][CH:27]([CH3:28])[CH3:29])=[C:24]([O:30][CH3:31])[CH:23]=[CH:22][C:11]=2[C:12]=1[CH:13]=[O:14])([C:4]([CH3:6])([CH3:7])[CH3:5])([CH3:2])[CH3:3], predict the reactants needed to synthesize it. The reactants are: [Si:1]([CH:8]1[C:12](=[CH:13][O:14][Si](C(C)(C)C)(C)C)[C:11]2[CH:22]=[CH:23][C:24]([O:30][CH3:31])=[C:25]([O:26][CH:27]([CH3:29])[CH3:28])[C:10]=2[O:9]1)([C:4]([CH3:7])([CH3:6])[CH3:5])([CH3:3])[CH3:2].Cl. (3) Given the product [CH2:10]([O:8][C:5]1[CH:4]=[CH:3][C:2]([Cl:1])=[N:7][CH:6]=1)[C:11]1[CH:16]=[CH:15][CH:14]=[CH:13][CH:12]=1, predict the reactants needed to synthesize it. The reactants are: [Cl:1][C:2]1[N:7]=[CH:6][C:5]([OH:8])=[CH:4][CH:3]=1.Br[CH2:10][C:11]1[CH:16]=[CH:15][CH:14]=[CH:13][CH:12]=1.C(=O)([O-])[O-].[K+].[K+].CN(C=O)C. (4) Given the product [CH:2]1([CH2:5][O:6][C:7]2[CH:15]=[CH:14][C:10]3[O:11][CH2:12][O:13][C:9]=3[C:8]=2[C:16]2[CH:21]=[CH:20][N:19]=[C:18]3[C:22]([C:26]([NH:28][CH:29]4[CH2:30][CH2:31][N:32]([C:40](=[O:41])[C@@H:39]([OH:38])[CH3:43])[CH2:33][CH2:34]4)=[O:27])=[C:23]([CH3:25])[NH:24][C:17]=23)[CH2:4][CH2:3]1, predict the reactants needed to synthesize it. The reactants are: Cl.[CH:2]1([CH2:5][O:6][C:7]2[CH:15]=[CH:14][C:10]3[O:11][CH2:12][O:13][C:9]=3[C:8]=2[C:16]2[CH:21]=[CH:20][N:19]=[C:18]3[C:22]([C:26]([NH:28][CH:29]4[CH2:34][CH2:33][NH:32][CH2:31][CH2:30]4)=[O:27])=[C:23]([CH3:25])[NH:24][C:17]=23)[CH2:4][CH2:3]1.C([O:38][C@@H:39]([CH3:43])[C:40](Cl)=[O:41])(=O)C. (5) Given the product [CH:8]([C:5]1[O:6][CH:7]=[C:3]([CH2:2][P:11](=[O:18])([O:15][CH2:16][CH3:17])[O:12][CH2:13][CH3:14])[N:4]=1)([CH3:10])[CH3:9], predict the reactants needed to synthesize it. The reactants are: Cl[CH2:2][C:3]1[N:4]=[C:5]([CH:8]([CH3:10])[CH3:9])[O:6][CH:7]=1.[P:11]([O:18]CC)([O:15][CH2:16][CH3:17])[O:12][CH2:13][CH3:14].C(OCC)(=O)C. (6) Given the product [I:16][C:13]1[CH:12]=[C:9]2[C:8](=[CH:15][CH:14]=1)[N:25]([C:22]1[CH:23]=[CH:24][N:19]=[CH:20][CH:21]=1)[N:26]=[CH:10]2, predict the reactants needed to synthesize it. The reactants are: C(=O)([O-])[O-].[Cs+].[Cs+].F[C:8]1[CH:15]=[CH:14][C:13]([I:16])=[CH:12][C:9]=1[CH:10]=O.Cl.Cl.[N:19]1[CH:24]=[CH:23][C:22]([NH:25][NH2:26])=[CH:21][CH:20]=1.